From a dataset of Merck oncology drug combination screen with 23,052 pairs across 39 cell lines. Regression. Given two drug SMILES strings and cell line genomic features, predict the synergy score measuring deviation from expected non-interaction effect. (1) Synergy scores: synergy=-4.74. Cell line: OVCAR3. Drug 1: NC1CCCCC1N.O=C(O)C(=O)O.[Pt+2]. Drug 2: CCc1cnn2c(NCc3ccc[n+]([O-])c3)cc(N3CCCCC3CCO)nc12. (2) Drug 1: NC1(c2ccc(-c3nc4ccn5c(=O)[nH]nc5c4cc3-c3ccccc3)cc2)CCC1. Drug 2: CNC(=O)c1cc(Oc2ccc(NC(=O)Nc3ccc(Cl)c(C(F)(F)F)c3)cc2)ccn1. Cell line: NCIH2122. Synergy scores: synergy=17.4. (3) Drug 1: O=S1(=O)NC2(CN1CC(F)(F)F)C1CCC2Cc2cc(C=CCN3CCC(C(F)(F)F)CC3)ccc2C1. Synergy scores: synergy=8.52. Drug 2: Cn1c(=O)n(-c2ccc(C(C)(C)C#N)cc2)c2c3cc(-c4cnc5ccccc5c4)ccc3ncc21. Cell line: EFM192B. (4) Drug 1: COC12C(COC(N)=O)C3=C(C(=O)C(C)=C(N)C3=O)N1CC1NC12. Drug 2: Cn1nnc2c(C(N)=O)ncn2c1=O. Cell line: UWB1289BRCA1. Synergy scores: synergy=36.6. (5) Drug 1: C=CCn1c(=O)c2cnc(Nc3ccc(N4CCN(C)CC4)cc3)nc2n1-c1cccc(C(C)(C)O)n1. Cell line: LNCAP. Synergy scores: synergy=-12.2. Drug 2: CS(=O)(=O)CCNCc1ccc(-c2ccc3ncnc(Nc4ccc(OCc5cccc(F)c5)c(Cl)c4)c3c2)o1. (6) Drug 1: CN(C)C(=N)N=C(N)N. Drug 2: Cn1nnc2c(C(N)=O)ncn2c1=O. Cell line: COLO320DM. Synergy scores: synergy=1.59. (7) Drug 1: O=C(NOCC(O)CO)c1ccc(F)c(F)c1Nc1ccc(I)cc1F. Drug 2: CCc1cnn2c(NCc3ccc[n+]([O-])c3)cc(N3CCCCC3CCO)nc12. Cell line: SKOV3. Synergy scores: synergy=2.27.